Dataset: Full USPTO retrosynthesis dataset with 1.9M reactions from patents (1976-2016). Task: Predict the reactants needed to synthesize the given product. (1) Given the product [NH2:16][C:13]1[CH:14]=[CH:15][C:10]([N:6]2[CH:7]=[CH:8][CH:9]=[C:4]([CH2:3][CH2:2][OH:1])[C:5]2=[O:22])=[C:11]([CH2:19][CH2:20][CH3:21])[CH:12]=1, predict the reactants needed to synthesize it. The reactants are: [OH:1][CH2:2][CH2:3][C:4]1[C:5](=[O:22])[N:6]([C:10]2[CH:15]=[CH:14][C:13]([N+:16]([O-])=O)=[CH:12][C:11]=2/[CH:19]=[CH:20]/[CH3:21])[CH:7]=[CH:8][CH:9]=1.[H][H]. (2) Given the product [C:19]1([CH3:22])[CH:20]=[CH:21][C:16]([NH:15][CH:2]2[CH2:7][CH2:6][N:5]([C:8]([O:10][C:11]([CH3:14])([CH3:13])[CH3:12])=[O:9])[CH2:4][CH2:3]2)=[CH:17][CH:18]=1, predict the reactants needed to synthesize it. The reactants are: O=[C:2]1[CH2:7][CH2:6][N:5]([C:8]([O:10][C:11]([CH3:14])([CH3:13])[CH3:12])=[O:9])[CH2:4][CH2:3]1.[NH2:15][C:16]1[CH:21]=[CH:20][C:19]([CH3:22])=[CH:18][CH:17]=1.C(O[BH-](OC(=O)C)OC(=O)C)(=O)C.[Na+].C(=O)(O)[O-].[Na+]. (3) Given the product [F:1][C:2]1[CH:7]=[CH:6][C:5]([C:8]2[O:9][C:10]3[CH:16]=[CH:15][C:14]([S:24][C:18]4[CH:23]=[CH:22][CH:21]=[CH:20][CH:19]=4)=[CH:13][C:11]=3[CH:12]=2)=[CH:4][CH:3]=1, predict the reactants needed to synthesize it. The reactants are: [F:1][C:2]1[CH:7]=[CH:6][C:5]([C:8]2[O:9][C:10]3[CH:16]=[CH:15][C:14](I)=[CH:13][C:11]=3[CH:12]=2)=[CH:4][CH:3]=1.[C:18]1([SH:24])[CH:23]=[CH:22][CH:21]=[CH:20][CH:19]=1.C(O)CO.C(=O)([O-])[O-].[K+].[K+]. (4) Given the product [NH2:1][C:2]1[N:6]([C:7]2[CH:16]=[CH:15][C:10]3[NH:11][C:12]([CH3:14])=[N:13][C:9]=3[CH:8]=2)[N:5]=[CH:4][C:3]=1[C:17]([C:19]1[N:20]([S:29]([C:32]2[CH:37]=[CH:36][CH:35]=[CH:34][CH:33]=2)(=[O:31])=[O:30])[C:21]2[C:26]([CH:27]=1)=[CH:25][C:24]([C:39]#[N:40])=[CH:23][CH:22]=2)=[O:18], predict the reactants needed to synthesize it. The reactants are: [NH2:1][C:2]1[N:6]([C:7]2[CH:16]=[CH:15][C:10]3[NH:11][C:12]([CH3:14])=[N:13][C:9]=3[CH:8]=2)[N:5]=[CH:4][C:3]=1[C:17]([C:19]1[N:20]([S:29]([C:32]2[CH:37]=[CH:36][CH:35]=[CH:34][CH:33]=2)(=[O:31])=[O:30])[C:21]2[C:26]([CH:27]=1)=[CH:25][C:24](I)=[CH:23][CH:22]=2)=[O:18].[Cu][C:39]#[N:40].CN1CCCC1=O.O.N. (5) Given the product [OH:1][C:2]1[CH:3]=[C:4]([S:8][CH2:9][CH2:10][CH2:11][CH2:12][CH2:34][CH2:35][CH2:36][CH2:37][CH2:38][C:39]([OH:41])=[O:40])[CH:5]=[CH:6][CH:7]=1, predict the reactants needed to synthesize it. The reactants are: [OH:1][C:2]1[CH:3]=[C:4]([S:8][CH2:9][CH2:10][CH2:11][C:12](O)=O)[CH:5]=[CH:6][CH:7]=1.SC1C=C(O)C=CC=1.C(=O)([O-])[O-].[K+].[K+].BrCCCC[CH2:34][CH2:35][CH2:36][CH2:37][CH2:38][C:39]([O:41]CC)=[O:40].[OH-].[Na+].